This data is from Experimentally validated miRNA-target interactions with 360,000+ pairs, plus equal number of negative samples. The task is: Binary Classification. Given a miRNA mature sequence and a target amino acid sequence, predict their likelihood of interaction. (1) The miRNA is hsa-miR-192-5p with sequence CUGACCUAUGAAUUGACAGCC. The protein sequence of the target gene is MAGTVVLDDVELREAQRDYLDFLDDEEDQGIYQSKVRELISDNQYRLIVNVNDLRRKNEKRANRLLNNAFEELVAFQRALKDFVASIDATYAKQYEEFYVGLEGSFGSKHVSPRTLTSCFLSCVVCVEGIVTKCSLVRPKVVRSVHYCPATKKTIERRYSDLTTLVAFPSSSVYPTKDEENNPLETEYGLSVYKDHQTITIQEMPEKAPAGQLPRSVDVILDDDLVDKAKPGDRVQVVGTYRCLPGKKGGYTSGTFRTVLIACNVKQMSKDAQPSFSAEDIAKIKKFSKTRSKDIFDQLA.... Result: 1 (interaction). (2) The protein sequence of the target gene is MDVFAFNASLSMCKDVAGIAGNIFAFGLFVSPMPTFRRIMRNKSTEQFSGLPYIYALLNCLICLWYGTPFISHSNAMLMTVNSVGATFQLCYIILFIMHTDKKNKMKMLGLLFVVFAVVGVIVAGSLQIPDQLTRWYFVGFLSCGSLVSMFASPLFVINLVIRTKSVEFMPFYLSLSTFLMSASFLLYGLFNSDAFVYTPNGIGTILGIVQLALYCYYHRNSIEEETKEPLIVSYV. Result: 0 (no interaction). The miRNA is hsa-miR-4300 with sequence UGGGAGCUGGACUACUUC.